Dataset: Forward reaction prediction with 1.9M reactions from USPTO patents (1976-2016). Task: Predict the product of the given reaction. (1) Given the reactants [C:1]([O:5][C:6]([N:8]1[CH2:13][CH2:12][CH2:11][CH2:10][CH:9]1[CH2:14][CH2:15]OS(C)(=O)=O)=[O:7])([CH3:4])([CH3:3])[CH3:2].[NH:21]1[CH:25]=[CH:24][N:23]=[CH:22]1.[Na], predict the reaction product. The product is: [C:1]([O:5][C:6]([N:8]1[CH2:13][CH2:12][CH2:11][CH2:10][CH:9]1[CH2:14][CH2:15][N:21]1[CH:25]=[CH:24][N:23]=[CH:22]1)=[O:7])([CH3:4])([CH3:3])[CH3:2]. (2) Given the reactants Cl.Cl.[NH2:3][C@H:4]1[CH2:9][CH2:8][C@H:7]([CH2:10][CH2:11][N:12]2[CH2:17][CH2:16][CH:15]([C:18]([C:20]3[CH:25]=[CH:24][CH:23]=[CH:22][CH:21]=3)=[O:19])[CH2:14][CH2:13]2)[CH2:6][CH2:5]1.[C:26](O)(=[O:28])[CH3:27], predict the reaction product. The product is: [C:18]([CH:15]1[CH2:16][CH2:17][N:12]([CH2:11][CH2:10][C@H:7]2[CH2:8][CH2:9][C@H:4]([NH:3][C:26](=[O:28])[CH3:27])[CH2:5][CH2:6]2)[CH2:13][CH2:14]1)(=[O:19])[C:20]1[CH:25]=[CH:24][CH:23]=[CH:22][CH:21]=1. (3) Given the reactants [BH4-].[Na+].[F:3][C:4]([F:44])([F:43])[C:5]1[CH:6]=[C:7]([C:15]([CH3:42])([CH3:41])[C:16]([N:18]([C:20]2[CH:21]=[N:22][C:23]([N:34]3[CH2:39][CH2:38][N:37]([CH3:40])[CH2:36][CH2:35]3)=[CH:24][C:25]=2[C:26]2[CH:31]=[CH:30][CH:29]=[CH:28][C:27]=2[CH:32]=[O:33])[CH3:19])=[O:17])[CH:8]=[C:9]([C:11]([F:14])([F:13])[F:12])[CH:10]=1, predict the reaction product. The product is: [F:44][C:4]([F:3])([F:43])[C:5]1[CH:6]=[C:7]([C:15]([CH3:42])([CH3:41])[C:16]([N:18]([C:20]2[CH:21]=[N:22][C:23]([N:34]3[CH2:35][CH2:36][N:37]([CH3:40])[CH2:38][CH2:39]3)=[CH:24][C:25]=2[C:26]2[CH:31]=[CH:30][CH:29]=[CH:28][C:27]=2[CH2:32][OH:33])[CH3:19])=[O:17])[CH:8]=[C:9]([C:11]([F:12])([F:13])[F:14])[CH:10]=1. (4) Given the reactants C1(P(C2CCCCC2)C2CCCCC2)CCCCC1.[F:20][C:21]1[C:30]([F:31])=[C:29](B2OC(C)(C)C(C)(C)O2)[CH:28]=[C:27]2[C:22]=1[N:23]=[CH:24][CH:25]=[N:26]2.[CH3:41][O:42][C:43]([C:45]1[CH:50]=[CH:49][CH:48]=[CH:47][C:46]=1[NH:51][C:52]1[N:56]([C:57]2[CH:62]=[CH:61][CH:60]=[CH:59][C:58]=2[CH3:63])[N:55]=[C:54]([CH3:64])[C:53]=1Br)=[O:44].P([O-])([O-])([O-])=O.[K+].[K+].[K+], predict the reaction product. The product is: [CH3:41][O:42][C:43]([C:45]1[CH:50]=[CH:49][CH:48]=[CH:47][C:46]=1[NH:51][C:52]1[N:56]([C:57]2[CH:62]=[CH:61][CH:60]=[CH:59][C:58]=2[CH3:63])[N:55]=[C:54]([CH3:64])[C:53]=1[C:29]1[CH:28]=[C:27]2[C:22](=[C:21]([F:20])[C:30]=1[F:31])[N:23]=[CH:24][CH:25]=[N:26]2)=[O:44]. (5) Given the reactants [F:1][C:2]([F:24])([F:23])[C:3]1[CH:4]=[C:5]([C:13]2[N:17]=[CH:16][N:15](/[CH:18]=[CH:19]\[C:20]([OH:22])=O)[N:14]=2)[CH:6]=[C:7]([C:9]([F:12])([F:11])[F:10])[CH:8]=1.[CH3:25][N:26]([C:28]1[CH:33]=[CH:32][CH:31]=[CH:30][N:29]=1)[NH2:27].CCOC(C)=O.CCN(C(C)C)C(C)C, predict the reaction product. The product is: [F:11][C:9]([F:12])([F:10])[C:7]1[CH:6]=[C:5]([C:13]2[N:17]=[CH:16][N:15](/[CH:18]=[CH:19]\[C:20]([NH:27][N:26]([CH3:25])[C:28]3[CH:33]=[CH:32][CH:31]=[CH:30][N:29]=3)=[O:22])[N:14]=2)[CH:4]=[C:3]([C:2]([F:24])([F:23])[F:1])[CH:8]=1.